This data is from Catalyst prediction with 721,799 reactions and 888 catalyst types from USPTO. The task is: Predict which catalyst facilitates the given reaction. Reactant: [H-].[Na+].[CH2:3]([O:10][C:11]1[CH:12]=[C:13]2[C:18](=[CH:19][C:20]=1[O:21][CH3:22])[CH2:17][N:16]([CH2:23][C:24]1[CH:29]=[CH:28][CH:27]=[C:26]([OH:30])[CH:25]=1)[CH2:15][CH2:14]2)[C:4]1[CH:9]=[CH:8][CH:7]=[CH:6][CH:5]=1.I[CH:32]([CH3:34])[CH3:33]. Product: [CH2:3]([O:10][C:11]1[CH:12]=[C:13]2[C:18](=[CH:19][C:20]=1[O:21][CH3:22])[CH2:17][N:16]([CH2:23][C:24]1[CH:29]=[CH:28][CH:27]=[C:26]([O:30][CH:32]([CH3:34])[CH3:33])[CH:25]=1)[CH2:15][CH2:14]2)[C:4]1[CH:9]=[CH:8][CH:7]=[CH:6][CH:5]=1. The catalyst class is: 1.